Dataset: Reaction yield outcomes from USPTO patents with 853,638 reactions. Task: Predict the reaction yield, written as a fraction of the theoretical maximum amount of product (1.0 means a 100% yield; for example, 0.34 means a 34% yield). The reactants are [CH3:1][C:2]1[N:7]=[C:6]([C:8]([O:10]C)=O)[CH:5]=[CH:4][CH:3]=1.O.[NH2:13][NH2:14]. The catalyst is CCO. The product is [CH3:1][C:2]1[N:7]=[C:6]([C:8]([NH:13][NH2:14])=[O:10])[CH:5]=[CH:4][CH:3]=1. The yield is 0.710.